From a dataset of Full USPTO retrosynthesis dataset with 1.9M reactions from patents (1976-2016). Predict the reactants needed to synthesize the given product. (1) Given the product [Br:1][C:2]1[CH:3]=[N:4][CH:5]=[C:6]2[C:11]=1[N:10]=[C:9]([C:12]([NH2:18])=[O:13])[C:8]([CH3:15])=[CH:7]2, predict the reactants needed to synthesize it. The reactants are: [Br:1][C:2]1[CH:3]=[N:4][CH:5]=[C:6]2[C:11]=1[N:10]=[C:9]([C:12](O)=[O:13])[C:8]([CH3:15])=[CH:7]2.C(N1C=CN=C1)([N:18]1C=CN=C1)=O.[Cl-].[NH4+].C(N(CC)CC)C. (2) The reactants are: [F:1][C:2]1[CH:8]=[CH:7][CH:6]=[CH:5][C:3]=1[NH2:4].[CH:9]([C:11]([CH3:13])=O)=[CH2:10]. Given the product [F:1][C:2]1[CH:8]=[CH:7][CH:6]=[C:5]2[C:3]=1[N:4]=[CH:10][CH:9]=[C:11]2[CH3:13], predict the reactants needed to synthesize it.